From a dataset of Forward reaction prediction with 1.9M reactions from USPTO patents (1976-2016). Predict the product of the given reaction. (1) The product is: [Br:39][C:40]1[N:44]([C:45]2[C:54]3[C:49](=[CH:50][CH:51]=[CH:52][CH:53]=3)[C:48]([C:55]#[N:56])=[CH:47][CH:46]=2)[C:43]([S:57][CH2:58][C:59]([NH:7][CH2:6][C:5]([O:4][CH2:2][CH3:3])=[O:8])=[O:60])=[N:42][CH:41]=1. Given the reactants Cl.[CH2:2]([O:4][C:5](=[O:8])[CH2:6][NH2:7])[CH3:3].Cl.C(N=C=NCCCN(C)C)C.ON1C2N=CC=CC=2N=N1.N1C(C)=CC=CC=1C.[Br:39][C:40]1[N:44]([C:45]2[C:54]3[C:49](=[CH:50][CH:51]=[CH:52][CH:53]=3)[C:48]([C:55]#[N:56])=[CH:47][CH:46]=2)[C:43]([S:57][CH2:58][C:59](O)=[O:60])=[N:42][CH:41]=1, predict the reaction product. (2) Given the reactants [NH2:1][C:2]1[N:3]=[C:4]([C:19]2[CH:24]=[CH:23][CH:22]=[CH:21][CH:20]=2)[C:5]([C:9]2[CH:10]=[CH:11][C:12](=[O:18])[N:13]([CH:15]([CH3:17])[CH3:16])[CH:14]=2)=[N:6][C:7]=1Br.[C:25]1(B(O)O)[CH:30]=[CH:29][CH:28]=[CH:27][CH:26]=1.C([O-])([O-])=O.[Na+].[Na+].CCOC(C)=O, predict the reaction product. The product is: [NH2:1][C:2]1[N:3]=[C:4]([C:19]2[CH:24]=[CH:23][CH:22]=[CH:21][CH:20]=2)[C:5]([C:9]2[CH:10]=[CH:11][C:12](=[O:18])[N:13]([CH:15]([CH3:17])[CH3:16])[CH:14]=2)=[N:6][C:7]=1[C:25]1[CH:30]=[CH:29][CH:28]=[CH:27][CH:26]=1. (3) Given the reactants [CH3:1][O:2][C:3]1[CH:22]=[CH:21][C:6]([CH2:7][C@@H:8]2[C:12]3=[N:13][C:14]4[CH:19]=[CH:18][CH:17]=[CH:16][C:15]=4[N:11]3[C:10](=[O:20])[NH:9]2)=[CH:5][CH:4]=1.[N:23]1[CH:28]=[CH:27][C:26]([CH2:29][CH2:30][NH2:31])=[CH:25][CH:24]=1.C(O)(C(F)(F)F)=O, predict the reaction product. The product is: [NH:13]1[C:14]2[CH:19]=[CH:18][CH:17]=[CH:16][C:15]=2[N:11]=[C:12]1[C@H:8]([NH:9][C:10]([NH:31][CH2:30][CH2:29][C:26]1[CH:27]=[CH:28][N:23]=[CH:24][CH:25]=1)=[O:20])[CH2:7][C:6]1[CH:21]=[CH:22][C:3]([O:2][CH3:1])=[CH:4][CH:5]=1. (4) Given the reactants [CH2:1]1[CH2:11][C:9](=O)[C:8]2[C:3](=[CH:4][CH:5]=[CH:6][CH:7]=2)[CH2:2]1.Cl.[NH2:13][OH:14], predict the reaction product. The product is: [C:9]1(=[N:13][OH:14])[C:8]2[C:3](=[CH:4][CH:5]=[CH:6][CH:7]=2)[CH2:2][CH2:1][CH2:11]1. (5) Given the reactants [CH2:1]([O:3][C:4](=[O:16])[C:5](=O)/[CH:6]=[C:7](\O)/[C:8]1[CH:13]=[CH:12][CH:11]=[CH:10][N:9]=1)[CH3:2].[CH3:17][NH:18][NH2:19].C(Cl)Cl.CO, predict the reaction product. The product is: [CH2:1]([O:3][C:4]([C:5]1[CH:6]=[C:7]([C:8]2[CH:13]=[CH:12][CH:11]=[CH:10][N:9]=2)[N:18]([CH3:17])[N:19]=1)=[O:16])[CH3:2]. (6) Given the reactants [CH2:1]([N:3]1[C:11]2[CH:10]=[C:9]([F:12])[CH:8]=[C:7]([OH:13])[C:6]=2[C:5]([CH2:14][CH2:15][N:16]2[CH2:24][C:23]3[C:18](=CC=CC=3)C2)=[CH:4]1)[CH3:2].C(N1CCCC(C2C3C(=CC(F)=CC=3OCC3C=CC=CC=3)N(CC)C=2)=C1)C1C=CC=CC=1, predict the reaction product. The product is: [CH2:1]([N:3]1[C:11]2[CH:10]=[C:9]([F:12])[CH:8]=[C:7]([OH:13])[C:6]=2[C:5]([CH:14]2[CH2:18][CH2:23][CH2:24][NH:16][CH2:15]2)=[CH:4]1)[CH3:2]. (7) Given the reactants [C:1]1([CH3:10])[CH:6]=[CH:5][CH:4]=[C:3](B(O)O)[CH:2]=1.Cl[C:12]1[N:17]=[N:16][C:15]([CH2:18][N:19]2[CH:24]=[C:23]3[N:25]=[C:26]([C:28]4[CH:33]=[CH:32][CH:31]=[C:30]([F:34])[C:29]=4[F:35])[N:27]=[C:22]3[CH:21]=[N:20]2)=[CH:14][CH:13]=1, predict the reaction product. The product is: [F:35][C:29]1[C:30]([F:34])=[CH:31][CH:32]=[CH:33][C:28]=1[C:26]1[N:27]=[C:22]2[CH:21]=[N:20][N:19]([CH2:18][C:15]3[N:16]=[N:17][C:12]([C:3]4[CH:2]=[C:1]([CH3:10])[CH:6]=[CH:5][CH:4]=4)=[CH:13][CH:14]=3)[CH:24]=[C:23]2[N:25]=1. (8) Given the reactants [CH:1]1([NH:6][C:7]2[N:12]=[C:11]([C:13]3[C:14]([C:22]4[CH:27]=[CH:26][N:25]=[C:24](NC(C)C)[CH:23]=4)=[N:15][N:16]4[CH:21]=[CH:20][CH:19]=[CH:18][C:17]=34)[CH:10]=[CH:9][N:8]=2)[CH2:5][CH2:4][CH2:3][CH2:2]1.[F:32]C1C=C(C2C(C3C=CN=C(S(C)=O)N=3)=C3C=CC=CN3N=2)C=CN=1, predict the reaction product. The product is: [CH:1]1([NH2:6])[CH2:5][CH2:4][CH2:3][CH2:2]1.[CH:1]1([NH:6][C:7]2[N:12]=[C:11]([C:13]3[C:14]([C:22]4[CH:27]=[CH:26][N:25]=[C:24]([F:32])[CH:23]=4)=[N:15][N:16]4[CH:21]=[CH:20][CH:19]=[CH:18][C:17]=34)[CH:10]=[CH:9][N:8]=2)[CH2:5][CH2:4][CH2:3][CH2:2]1.